From a dataset of Reaction yield outcomes from USPTO patents with 853,638 reactions. Predict the reaction yield, written as a fraction of the theoretical maximum amount of product (1.0 means a 100% yield; for example, 0.34 means a 34% yield). The reactants are [CH:1]1[C:6]([NH:7]/[C:8](/[NH2:33])=[N:9]/[C:10]([NH2:32])=[N:11][CH2:12][CH2:13][CH2:14][CH2:15][CH2:16][CH2:17][N:18]=[C:19](/[N:21]=[C:22](\[NH:24][C:25]2[CH:30]=[CH:29][C:28]([Cl:31])=[CH:27][CH:26]=2)/[NH2:23])[NH2:20])=[CH:5][CH:4]=[C:3]([Cl:34])[CH:2]=1.[C:35]([OH:48])(=[O:47])[CH2:36][CH2:37][CH2:38][CH2:39][CH2:40][CH2:41][CH2:42][CH2:43][CH2:44][CH2:45][CH3:46]. The catalyst is C(O)(C)C. The product is [CH:26]1[C:25]([NH:24][C:22]([NH:21][C:19]([NH:18][CH2:17][CH2:16][CH2:15][CH2:14][CH2:13][CH2:12][NH:11][C:10]([NH:9][C:8]([NH:7][C:6]2[CH:1]=[CH:2][C:3]([Cl:34])=[CH:4][CH:5]=2)=[NH:33])=[NH:32])=[NH:20])=[NH:23])=[CH:30][CH:29]=[C:28]([Cl:31])[CH:27]=1.[C:35]([O-:48])(=[O:47])[CH2:36][CH2:37][CH2:38][CH2:39][CH2:40][CH2:41][CH2:42][CH2:43][CH2:44][CH2:45][CH3:46]. The yield is 0.887.